Predict the product of the given reaction. From a dataset of Forward reaction prediction with 1.9M reactions from USPTO patents (1976-2016). (1) Given the reactants C1(P(C2C=CC=CC=2)C2C=CC=CC=2)C=CC=CC=1.CN(C=O)C.[Br:25][C:26]1[CH:31]=[CH:30][C:29]([S:32](Cl)(=O)=O)=[CH:28][C:27]=1[F:36], predict the reaction product. The product is: [Br:25][C:26]1[CH:31]=[CH:30][C:29]([SH:32])=[CH:28][C:27]=1[F:36]. (2) The product is: [N:1]1[C:10]2[CH:9]=[C:8]3[CH2:11][CH2:12][NH:13][CH2:14][CH2:15][C:7]3=[CH:6][C:5]=2[N:4]=[CH:3][CH:2]=1.[F:29][C:27]([F:30])([F:28])[C:26]([N:23]1[CH2:22][CH2:21][C:20]2[C:19](=[CH:18][C:17]3[NH:16][C:35](=[O:36])[CH:37]=[N:34][C:33]=3[CH:32]=2)[CH2:25][CH2:24]1)=[O:31]. Given the reactants [N:1]1[C:10]2[CH:9]=[C:8]3[CH2:11][CH2:12][NH:13][CH2:14][CH2:15][C:7]3=[CH:6][C:5]=2[N:4]=[CH:3][CH:2]=1.[NH2:16][C:17]1[C:33]([NH2:34])=[CH:32][C:20]2[CH2:21][CH2:22][N:23]([C:26](=[O:31])[C:27]([F:30])([F:29])[F:28])[CH2:24][CH2:25][C:19]=2[CH:18]=1.[CH:35]([CH:37]=O)=[O:36], predict the reaction product. (3) The product is: [F:17][C:14]1([F:16])[O:13][C:12]2[CH:18]=[CH:19][C:9]([CH2:8][C@H:7]3[C@@H:20]([CH2:28][OH:29])[O:22][C:23]([CH3:25])([CH3:26])[N:55]3[C:57]([O:40][C:39]([CH3:41])([CH3:48])[CH3:38])=[O:58])=[CH:10][C:11]=2[O:15]1. Given the reactants C(OC[C@@H](O)[C@@H:7]([C:20]([O:22][C:23]([CH3:26])([CH3:25])C)=O)[CH2:8][C:9]1[CH:19]=[CH:18][C:12]2[O:13][C:14]([F:17])([F:16])[O:15][C:11]=2[CH:10]=1)(=O)C.[CH3:28][O:29]C(C)=C.CC1(C)[C:38]2(CS(O)(=O)=O)[C:39]([CH2:41]C1CC2)=[O:40].[C:48](=O)([O-])[O-].[K+].[K+].C[N:55]([CH:57]=[O:58])C, predict the reaction product. (4) Given the reactants Cl[C:2]1[N:7]=[C:6]([C:8]([OH:10])=[O:9])[CH:5]=[CH:4][N:3]=1.[F:11][C:12]1[CH:17]=[CH:16][CH:15]=[C:14]([F:18])[C:13]=1B(O)O, predict the reaction product. The product is: [F:11][C:12]1[CH:17]=[CH:16][CH:15]=[C:14]([F:18])[C:13]=1[C:2]1[N:7]=[C:6]([C:8]([OH:10])=[O:9])[CH:5]=[CH:4][N:3]=1. (5) Given the reactants [Cl:1][C:2]1[CH:3]=[CH:4][C:5]([NH:8][C:9]([C:11]2[CH:16]=[C:15]([Cl:17])[CH:14]=[CH:13][C:12]=2[NH:18][C:19]([C:21]2[CH:26]=[CH:25][C:24]([S:27]([CH2:33][CH2:34]O)(=[N:29][C:30](=[O:32])[CH3:31])=[O:28])=[CH:23][CH:22]=2)=[O:20])=[O:10])=[N:6][CH:7]=1.C1(P(C2C=CC=CC=2)C2C=CC=CC=2)C=CC=CC=1.C(Br)(Br)(Br)[Br:56], predict the reaction product. The product is: [Cl:1][C:2]1[CH:3]=[CH:4][C:5]([NH:8][C:9]([C:11]2[CH:16]=[C:15]([Cl:17])[CH:14]=[CH:13][C:12]=2[NH:18][C:19]([C:21]2[CH:26]=[CH:25][C:24]([S:27]([CH2:33][CH2:34][Br:56])(=[N:29][C:30](=[O:32])[CH3:31])=[O:28])=[CH:23][CH:22]=2)=[O:20])=[O:10])=[N:6][CH:7]=1. (6) Given the reactants [N:1]1(C(OC(C)(C)C)=O)[CH2:5][CH2:4][CH2:3][C@H:2]1[C:6]([O:8][CH2:9][CH2:10][CH2:11][CH:12]=[CH2:13])=[O:7].FC(F)(F)C(O)=O, predict the reaction product. The product is: [NH:1]1[CH2:5][CH2:4][CH2:3][C@H:2]1[C:6]([O:8][CH2:9][CH2:10][CH2:11][CH:12]=[CH2:13])=[O:7].